Dataset: Catalyst prediction with 721,799 reactions and 888 catalyst types from USPTO. Task: Predict which catalyst facilitates the given reaction. (1) Reactant: [CH3:1][C:2]1(C)OC(=O)[CH:5]([C:9]([C:11]2[CH:19]=[CH:18][C:14]3[O:15][CH2:16][O:17][C:13]=3[C:12]=2[CH3:20])=[O:10])[C:4](=[O:21])[O:3]1. Product: [CH3:20][C:12]1[C:13]2[O:17][CH2:16][O:15][C:14]=2[CH:18]=[CH:19][C:11]=1[C:9](=[O:10])[CH2:5][C:4]([O:3][CH2:2][CH3:1])=[O:21]. The catalyst class is: 8. (2) Reactant: [Br:1][C:2]1[CH:3]=[C:4]([CH:9]=[C:10]([CH:13]=[O:14])[C:11]=1[OH:12])[C:5]([O:7][CH3:8])=[O:6].[CH2:15](Br)[C:16]1[CH:21]=[CH:20][CH:19]=[CH:18][CH:17]=1.C(=O)(O)[O-].[K+]. Product: [CH2:15]([O:12][C:11]1[C:10]([CH:13]=[O:14])=[CH:9][C:4]([C:5]([O:7][CH3:8])=[O:6])=[CH:3][C:2]=1[Br:1])[C:16]1[CH:21]=[CH:20][CH:19]=[CH:18][CH:17]=1. The catalyst class is: 21. (3) The catalyst class is: 39. Product: [CH:21]1([N:26]2[CH2:37][CH2:36][N:35]([C:8]([C@H:5]3[CH2:4][CH2:3][C@@H:2]([OH:1])[CH2:7][CH2:6]3)=[O:10])[CH2:34][CH2:33]2)[CH2:22][CH2:23][CH2:24]1. Reactant: [OH:1][C@@H:2]1[CH2:7][CH2:6][C@H:5]([C:8]([OH:10])=O)[CH2:4][CH2:3]1.CN(C(ON1N=[N:26][C:21]2[CH:22]=[CH:23][CH:24]=CC1=2)=[N+](C)C)C.[B-](F)(F)(F)F.[CH3:33][CH2:34][N:35](C(C)C)[CH:36](C)[CH3:37]. (4) Reactant: [C:1]1([C:3](=[CH:5][CH:6]=[CH:7][CH:8]=1)[OH:4])[OH:2].C(=O)([O-])[O-].[K+].[K+].[CH2:15](Br)[CH:16]=[CH2:17].O. Product: [CH2:17]([O:2][C:1]1[CH:8]=[CH:7][CH:6]=[CH:5][C:3]=1[OH:4])[CH:16]=[CH2:15]. The catalyst class is: 372. (5) Reactant: [CH2:1]([O:3][C:4]([C:6]1[C:7]([CH3:22])=[CH:8][C:9]([N:13]2[CH2:18][CH2:17][CH:16]([C:19]([OH:21])=O)[CH2:15][CH2:14]2)=[N:10][C:11]=1[CH3:12])=[O:5])[CH3:2].[Cl:23][C:24]1[S:28][C:27]([S:29]([NH2:32])(=[O:31])=[O:30])=[CH:26][CH:25]=1.C1C=CC2N(O)N=NC=2C=1.CCN=C=NCCCN(C)C.CCN(C(C)C)C(C)C. Product: [Cl:23][C:24]1[S:28][C:27]([S:29]([NH:32][C:19]([CH:16]2[CH2:15][CH2:14][N:13]([C:9]3[CH:8]=[C:7]([CH3:22])[C:6]([C:4]([O:3][CH2:1][CH3:2])=[O:5])=[C:11]([CH3:12])[N:10]=3)[CH2:18][CH2:17]2)=[O:21])(=[O:31])=[O:30])=[CH:26][CH:25]=1. The catalyst class is: 2. (6) Reactant: [S:1]1[C:5]2[CH:6]=[CH:7][CH:8]=[CH:9][C:4]=2[N:3]=[C:2]1[N:10]1[C:14](=[O:15])[CH:13]=[C:12]([C:16]2[CH:21]=[CH:20][CH:19]=[C:18]([Cl:22])[CH:17]=2)[NH:11]1.CO[CH:25](OC)[N:26]([CH3:28])[CH3:27]. Product: [S:1]1[C:5]2[CH:6]=[CH:7][CH:8]=[CH:9][C:4]=2[N:3]=[C:2]1[N:10]1[C:14](=[O:15])[C:13](=[CH:25][N:26]([CH3:28])[CH3:27])[C:12]([C:16]2[CH:21]=[CH:20][CH:19]=[C:18]([Cl:22])[CH:17]=2)=[N:11]1. The catalyst class is: 1. (7) Reactant: [F:1][C:2]([F:33])([F:32])[C:3]1([C:7]([N:9]2[CH2:14][CH2:13][CH:12]([CH2:15][O:16][C:17]3[CH:22]=[CH:21][C:20]([C:23]4[CH:28]=[CH:27][C:26]([C:29](=[O:31])[CH3:30])=[CH:25][CH:24]=4)=[CH:19][CH:18]=3)[CH2:11][CH2:10]2)=O)[CH2:6][CH2:5][CH2:4]1.[H-].[H-].[H-].[H-].[Li+].[Al+3].O. Product: [F:32][C:2]([F:1])([F:33])[C:3]1([CH2:7][N:9]2[CH2:10][CH2:11][CH:12]([CH2:15][O:16][C:17]3[CH:18]=[CH:19][C:20]([C:23]4[CH:28]=[CH:27][C:26]([CH:29]([OH:31])[CH3:30])=[CH:25][CH:24]=4)=[CH:21][CH:22]=3)[CH2:13][CH2:14]2)[CH2:6][CH2:5][CH2:4]1. The catalyst class is: 1. (8) Reactant: [C:1]1([CH:7]([NH2:9])[CH3:8])[CH:6]=[CH:5][CH:4]=[CH:3][CH:2]=1.[Cl:10][C:11]1[CH:16]=[CH:15][CH:14]=[CH:13][C:12]=1[CH2:17][N:18]1[C:23](=[O:24])[C:22]([C:25]([NH:27][CH2:28][C:29]([O:31]CC)=[O:30])=[O:26])=[C:21]([OH:34])[C:20]([C:35](OC)=[O:36])=[C:19]1[OH:39]. Product: [Cl:10][C:11]1[CH:16]=[CH:15][CH:14]=[CH:13][C:12]=1[CH2:17][N:18]1[C:19]([OH:39])=[C:20]([C:35]([NH:9][CH:7]([C:1]2[CH:6]=[CH:5][CH:4]=[CH:3][CH:2]=2)[CH3:8])=[O:36])[C:21]([OH:34])=[C:22]([C:25]([NH:27][CH2:28][C:29]([OH:31])=[O:30])=[O:26])[C:23]1=[O:24]. The catalyst class is: 22.